Predict the reactants needed to synthesize the given product. From a dataset of Full USPTO retrosynthesis dataset with 1.9M reactions from patents (1976-2016). (1) Given the product [Br:10][CH2:9][C:5]1[CH:6]=[CH:7][CH:8]=[C:3]([CH2:2][O:17][CH2:16][CH2:15][O:14][CH:11]([CH3:13])[CH3:12])[N:4]=1, predict the reactants needed to synthesize it. The reactants are: Br[CH2:2][C:3]1[CH:8]=[CH:7][CH:6]=[C:5]([CH2:9][Br:10])[N:4]=1.[CH:11]([O:14][CH2:15][CH2:16][OH:17])([CH3:13])[CH3:12]. (2) Given the product [Cl:2][C:3]1[CH:4]=[CH:5][C:6]([CH2:9][CH2:10][N:11]2[CH2:16][CH2:15][N:14]([C:17]3[CH:22]=[CH:21][C:20]4[C:23]5[CH2:24][N:25]([CH3:34])[CH2:26][CH2:27][CH2:28][C:29]=5[O:30][C:19]=4[CH:18]=3)[C:13](=[O:31])[CH2:12]2)=[N:7][CH:8]=1, predict the reactants needed to synthesize it. The reactants are: Cl.[Cl:2][C:3]1[CH:4]=[CH:5][C:6]([CH2:9][CH2:10][N:11]2[CH2:16][CH2:15][N:14]([C:17]3[CH:22]=[CH:21][C:20]4[C:23]5[CH2:24][NH:25][CH2:26][CH2:27][CH2:28][C:29]=5[O:30][C:19]=4[CH:18]=3)[C:13](=[O:31])[CH2:12]2)=[N:7][CH:8]=1.C=O.[C:34](O[BH-](OC(=O)C)OC(=O)C)(=O)C.[Na+]. (3) Given the product [CH2:1]([C@@H:5]([C:12]([N:14]1[CH2:18][CH2:17][CH2:16][C@H:15]1[C:19]([OH:21])=[O:20])=[O:13])[C@H:6]([F:11])[C:7]([O:9][CH3:10])=[O:8])[CH2:2][CH2:3][CH3:4], predict the reactants needed to synthesize it. The reactants are: [CH2:1]([C@@H:5]([C:12]([N:14]1[CH2:18][CH2:17][CH2:16][C@H:15]1[C:19]([O:21]C(C)(C)C)=[O:20])=[O:13])[C@H:6]([F:11])[C:7]([O:9][CH3:10])=[O:8])[CH2:2][CH2:3][CH3:4].Cl. (4) Given the product [Br:7][C:8]1[CH:9]=[C:10]([CH:14]=[CH:15][C:16]=1[C:17]([F:18])([F:19])[F:20])[CH2:11][NH2:13], predict the reactants needed to synthesize it. The reactants are: [H-].[H-].[H-].[H-].[Li+].[Al+3].[Br:7][C:8]1[CH:9]=[C:10]([CH:14]=[CH:15][C:16]=1[C:17]([F:20])([F:19])[F:18])[C:11]([NH2:13])=O.C(OCC)(=O)C.[OH-].[Na+].